This data is from Orexin1 receptor HTS with 218,158 compounds and 233 confirmed actives. The task is: Binary Classification. Given a drug SMILES string, predict its activity (active/inactive) in a high-throughput screening assay against a specified biological target. (1) The molecule is O=C(N1c2c(C=Cc3c1cccc3)cccc2)N. The result is 0 (inactive). (2) The compound is Clc1cc(CNC(=O)N2CCN(CC2)c2ccc(OC)cc2)ccc1OC. The result is 0 (inactive).